The task is: Predict the reactants needed to synthesize the given product.. This data is from Full USPTO retrosynthesis dataset with 1.9M reactions from patents (1976-2016). (1) The reactants are: [CH3:1][O:2][C:3](=[O:39])[CH:4]([N:16]1[CH2:21][CH2:20][N:19](S(C2C=CC=CC=2[N+]([O-])=O)(=O)=O)[CH:18]([CH2:34][CH:35]2[CH2:37][CH2:36]2)[C:17]1=[O:38])[CH2:5][C:6]1[CH:15]=[CH:14][C:13]2[C:8](=[CH:9][CH:10]=[CH:11][CH:12]=2)[CH:7]=1.SC1C=CC(O)=CC=1.C(=O)([O-])[O-].[K+].[K+]. Given the product [CH3:1][O:2][C:3](=[O:39])[CH:4]([N:16]1[CH2:21][CH2:20][NH:19][CH:18]([CH2:34][CH:35]2[CH2:37][CH2:36]2)[C:17]1=[O:38])[CH2:5][C:6]1[CH:15]=[CH:14][C:13]2[C:8](=[CH:9][CH:10]=[CH:11][CH:12]=2)[CH:7]=1, predict the reactants needed to synthesize it. (2) Given the product [OH:13][CH2:7][CH2:8][CH2:9][CH2:10][CH2:3][C:4]([O:6][CH3:14])=[O:5], predict the reactants needed to synthesize it. The reactants are: CO[CH2:3][C:4]([OH:6])=[O:5].[CH2:7]([OH:13])[CH2:8][CH2:9][CH2:10]CC.[CH3:14]O. (3) Given the product [N:5]1[CH:6]=[CH:11][CH:2]=[CH:3][C:4]=1[C:2]1[C:11]2[C:6](=[CH:7][CH:8]=[CH:9][CH:10]=2)[N:5]=[CH:4][C:3]=1[C:12](=[O:14])[CH3:13], predict the reactants needed to synthesize it. The reactants are: Cl[C:2]1[C:11]2[C:6](=[CH:7][CH:8]=[CH:9][CH:10]=2)[N:5]=[CH:4][C:3]=1[C:12](=[O:14])[CH3:13].